This data is from Catalyst prediction with 721,799 reactions and 888 catalyst types from USPTO. The task is: Predict which catalyst facilitates the given reaction. Reactant: [C:1](=O)([O-])[OH:2].[Na+].[F:6][C:7]([F:16])([F:15])[C:8]1[CH:9]=[C:10]([CH:12]=[CH:13][CH:14]=1)[NH2:11].C[CH:18]([C:22](Cl)=O)[C:19](Cl)=[O:20].[OH2:25]. Product: [O:25]=[C:22]([NH:11][C:10]1[CH:12]=[CH:13][CH:14]=[C:8]([C:7]([F:15])([F:16])[F:6])[CH:9]=1)[CH2:18][C:19]([O:2][CH3:1])=[O:20]. The catalyst class is: 21.